Task: Predict the reaction yield, written as a fraction of the theoretical maximum amount of product (1.0 means a 100% yield; for example, 0.34 means a 34% yield).. Dataset: Reaction yield outcomes from USPTO patents with 853,638 reactions (1) The reactants are C1(C(C2C=CC=CC=2)[N:8]2[C:16]3[C:11](=[CH:12][CH:13]=[CH:14][CH:15]=3)[C:10]3([C:20]4[CH:21]=[CH:22][C:23]([O:25][C:26]([F:29])([F:28])[F:27])=[CH:24][C:19]=4[O:18][CH2:17]3)[C:9]2=[O:30])C=CC=CC=1.[H][H]. The catalyst is CO.C(O)(=O)C.[Pd]. The product is [F:29][C:26]([F:27])([F:28])[O:25][C:23]1[CH:22]=[CH:21][C:20]2[C:10]3([CH2:17][O:18][C:19]=2[CH:24]=1)[C:11]1[C:16](=[CH:15][CH:14]=[CH:13][CH:12]=1)[NH:8][C:9]3=[O:30]. The yield is 0.750. (2) The reactants are [CH:1]([C:3]1[CH:8]=[CH:7][C:6]([C:9]2[CH:14]=[CH:13][CH:12]=[C:11]([NH:15][C:16](=[O:22])[O:17][C:18]([CH3:21])([CH3:20])[CH3:19])[CH:10]=2)=[CH:5][CH:4]=1)=O.[S:23]1[CH2:27][C:26](=[O:28])[NH:25][C:24]1=[O:29]. No catalyst specified. The product is [O:29]=[C:24]1[NH:25][C:26](=[O:28])[C:27](=[CH:1][C:3]2[CH:8]=[CH:7][C:6]([C:9]3[CH:14]=[CH:13][CH:12]=[C:11]([NH:15][C:16](=[O:22])[O:17][C:18]([CH3:21])([CH3:20])[CH3:19])[CH:10]=3)=[CH:5][CH:4]=2)[S:23]1. The yield is 0.910. (3) The reactants are [CH3:1][O:2][C:3]1[CH:4]=[C:5]2[C:10](=[CH:11][CH:12]=1)[C:9]([CH2:13][C:14]1[CH:19]=[CH:18][C:17]([O:20][CH2:21][CH2:22][N:23]3[CH2:28][CH2:27][CH2:26][CH2:25][CH2:24]3)=[CH:16][CH:15]=1)=[C:8](OS(C(F)(F)F)(=O)=O)[CH:7]=[CH:6]2.[F:37][C:38]1[CH:39]=[C:40](B(O)O)[CH:41]=[CH:42][CH:43]=1.[F-].[Cs+]. The catalyst is Cl[Pd](Cl)([P](C1C=CC=CC=1)(C1C=CC=CC=1)C1C=CC=CC=1)[P](C1C=CC=CC=1)(C1C=CC=CC=1)C1C=CC=CC=1. The product is [F:37][C:38]1[CH:43]=[C:42]([C:8]2[CH:7]=[CH:6][C:5]3[C:10](=[CH:11][CH:12]=[C:3]([O:2][CH3:1])[CH:4]=3)[C:9]=2[CH2:13][C:14]2[CH:19]=[CH:18][C:17]([O:20][CH2:21][CH2:22][N:23]3[CH2:28][CH2:27][CH2:26][CH2:25][CH2:24]3)=[CH:16][CH:15]=2)[CH:41]=[CH:40][CH:39]=1. The yield is 0.630. (4) The reactants are CC1(C)[O:6][C@H:5]([CH2:7][N:8]2[CH2:13][CH2:12][CH2:11][C@@H:10]([NH:14][C:15]3[N:20]=[C:19]([C:21]4[N:28]5[C:24]([S:25][CH:26]=[CH:27]5)=[N:23][C:22]=4[C:29]4[CH:34]=[CH:33][CH:32]=[C:31]([O:35][CH3:36])[CH:30]=4)[CH:18]=[CH:17][N:16]=3)[CH2:9]2)[CH2:4][O:3]1.O.FC(F)(F)C(O)=O.C(=O)([O-])[O-].[K+].[K+]. The catalyst is CO. The product is [CH3:36][O:35][C:31]1[CH:30]=[C:29]([C:22]2[N:23]=[C:24]3[N:28]([C:21]=2[C:19]2[CH:18]=[CH:17][N:16]=[C:15]([NH:14][C@@H:10]4[CH2:11][CH2:12][CH2:13][N:8]([CH2:7][C@@H:5]([OH:6])[CH2:4][OH:3])[CH2:9]4)[N:20]=2)[CH:27]=[CH:26][S:25]3)[CH:34]=[CH:33][CH:32]=1. The yield is 0.870. (5) The reactants are [CH2:1]([C@H:4]1[C:8]2=[N:9][CH:10]=[C:11]([N:14]([CH2:25][CH:26]=[CH2:27])[C:15]([O:17][CH2:18][C:19]3[CH:24]=[CH:23][CH:22]=[CH:21][CH:20]=3)=[O:16])[C:12](=[O:13])[N:7]2[C@H:6]([C:28]([OH:30])=[O:29])[CH2:5]1)[CH:2]=[CH2:3].[CH2:31](N(C1C(=O)N2[C@H](C(N(C(OC(C)(C)C)=O)C3C=CC=CC=3)=O)CC(CC=C)(CC=C)C2=NC=1)C(=O)OCC1C=CC=CC=1)[CH:32]=[CH2:33]. No catalyst specified. The product is [CH2:1]([C:4]1([CH2:33][CH:32]=[CH2:31])[C:8]2=[N:9][CH:10]=[C:11]([N:14]([CH2:25][CH:26]=[CH2:27])[C:15]([O:17][CH2:18][C:19]3[CH:24]=[CH:23][CH:22]=[CH:21][CH:20]=3)=[O:16])[C:12](=[O:13])[N:7]2[C@H:6]([C:28]([OH:30])=[O:29])[CH2:5]1)[CH:2]=[CH2:3]. The yield is 0.760. (6) The yield is 0.660. The catalyst is C(Cl)Cl. The reactants are [C:1]([CH:5]1[CH2:14][CH2:13][C:12]2[N:11]=[C:10]([S:15][CH2:16][C:17]#[N:18])[C:9]([C:19]#[N:20])=[CH:8][C:7]=2[CH2:6]1)([CH3:4])([CH3:3])[CH3:2].ClC1C=C(C=CC=1)C(OO)=[O:26]. The product is [C:1]([CH:5]1[CH2:14][CH2:13][C:12]2[N:11]=[C:10]([S:15]([CH2:16][C:17]#[N:18])=[O:26])[C:9]([C:19]#[N:20])=[CH:8][C:7]=2[CH2:6]1)([CH3:4])([CH3:2])[CH3:3]. (7) The reactants are [OH:1][C:2]1([CH2:8][N:9]2[CH:13]=[CH:12][C:11]([NH:14][C:15]([CH:17]3[CH:21]([C:22]4[CH:27]=[CH:26][CH:25]=[C:24]([Cl:28])[C:23]=4[F:29])[C:20]([C:32]4[CH:37]=[CH:36][C:35]([Cl:38])=[CH:34][C:33]=4[F:39])([C:30]#[N:31])[CH:19]([CH2:40][C:41]([CH3:44])([CH3:43])[CH3:42])[NH:18]3)=[O:16])=[N:10]2)[CH2:7][CH2:6][NH:5][CH2:4][CH2:3]1.C(=O)([O-])[O-].[Cs+].[Cs+].[C:51]([O:54][C:55]([CH3:58])([CH3:57])[CH3:56])(=[O:53])[CH3:52]. The catalyst is CN(C=O)C.C(OCC)(=O)C. The product is [C:55]([O:54][C:51](=[O:53])[CH2:52][N:5]1[CH2:4][CH2:3][C:2]([CH2:8][N:9]2[CH:13]=[CH:12][C:11]([NH:14][C:15]([C@H:17]3[C@H:21]([C:22]4[CH:27]=[CH:26][CH:25]=[C:24]([Cl:28])[C:23]=4[F:29])[C@:20]([C:32]4[CH:37]=[CH:36][C:35]([Cl:38])=[CH:34][C:33]=4[F:39])([C:30]#[N:31])[C@H:19]([CH2:40][C:41]([CH3:44])([CH3:43])[CH3:42])[NH:18]3)=[O:16])=[N:10]2)([OH:1])[CH2:7][CH2:6]1)([CH3:58])([CH3:57])[CH3:56]. The yield is 0.747.